Dataset: Reaction yield outcomes from USPTO patents with 853,638 reactions. Task: Predict the reaction yield, written as a fraction of the theoretical maximum amount of product (1.0 means a 100% yield; for example, 0.34 means a 34% yield). (1) The reactants are [Cl:1][C:2]1[N:3]([C:11]2[CH:16]=[CH:15][C:14]([O:17][CH2:18][C@H:19]3[CH2:23][CH2:22][CH2:21][NH:20]3)=[CH:13][CH:12]=2)[N:4]=[C:5]2[C:10]=1[CH:9]=[CH:8][CH:7]=[CH:6]2.[C:24]([O:28][CH3:29])(=[O:27])[CH:25]=[CH2:26]. No catalyst specified. The product is [CH3:29][O:28][C:24](=[O:27])[CH2:25][CH2:26][N:20]1[CH2:21][CH2:22][CH2:23][C@@H:19]1[CH2:18][O:17][C:14]1[CH:13]=[CH:12][C:11]([N:3]2[C:2]([Cl:1])=[C:10]3[C:5]([CH:6]=[CH:7][CH:8]=[CH:9]3)=[N:4]2)=[CH:16][CH:15]=1. The yield is 0.790. (2) The reactants are I[C:2]1[CH:3]=[CH:4][C:5]2[N:6]([CH:8]=[C:9]([NH:11][C:12]([CH:14]3[CH2:16][CH2:15]3)=[O:13])[N:10]=2)[N:7]=1.[Cl:17][C:18]1[CH:23]=[CH:22][C:21]([OH:24])=[CH:20][C:19]=1[NH:25][CH2:26][C:27]1[N:31]([CH3:32])[N:30]=[C:29]([CH3:33])[CH:28]=1.C(=O)([O-])[O-].[K+].[K+]. The catalyst is CN(C)C=O. The product is [Cl:17][C:18]1[CH:23]=[CH:22][C:21]([O:24][C:2]2[CH:3]=[CH:4][C:5]3[N:6]([CH:8]=[C:9]([NH:11][C:12]([CH:14]4[CH2:16][CH2:15]4)=[O:13])[N:10]=3)[N:7]=2)=[CH:20][C:19]=1[NH:25][CH2:26][C:27]1[N:31]([CH3:32])[N:30]=[C:29]([CH3:33])[CH:28]=1. The yield is 0.610.